From a dataset of Catalyst prediction with 721,799 reactions and 888 catalyst types from USPTO. Predict which catalyst facilitates the given reaction. (1) Reactant: [NH2:1][C:2]1[CH:3]=[N:4][CH:5]=[CH:6][C:7]=1[C@@H:8]1[CH2:13][C@H:12]([CH3:14])[CH2:11][C@H:10]([NH:15][C:16](=[O:22])[O:17][C:18]([CH3:21])([CH3:20])[CH3:19])[CH2:9]1.[Br:23][C:24]1[CH:25]=[N:26][N:27]2[CH:32]=[CH:31][C:30]([C:33](O)=[O:34])=[N:29][C:28]=12.CN(C(ON1N=NC2C=CC=NC1=2)=[N+](C)C)C.F[P-](F)(F)(F)(F)F.CN(C=O)C.CCN(C(C)C)C(C)C. Product: [Br:23][C:24]1[CH:25]=[N:26][N:27]2[CH:32]=[CH:31][C:30]([C:33]([NH:1][C:2]3[CH:3]=[N:4][CH:5]=[CH:6][C:7]=3[C@@H:8]3[CH2:13][C@H:12]([CH3:14])[CH2:11][C@H:10]([NH:15][C:16](=[O:22])[O:17][C:18]([CH3:21])([CH3:20])[CH3:19])[CH2:9]3)=[O:34])=[N:29][C:28]=12. The catalyst class is: 250. (2) Reactant: Cl.[Br:2][C:3]1[CH:11]=[C:10]2[C:6]([CH:7]=[C:8]([C:12](O)=[O:13])[NH:9]2)=[CH:5][C:4]=1[O:15][CH:16]1[CH2:21][CH2:20][N:19]([CH:22]([CH3:24])[CH3:23])[CH2:18][CH2:17]1.F[B-](F)(F)F.N1(OC(N(C)C)=[N+](C)C)C2C=CC=CC=2N=N1.[N:47]1([S:53]([N:56]2[CH2:61][CH2:60][NH:59][CH2:58][CH2:57]2)(=[O:55])=[O:54])[CH2:52][CH2:51][CH2:50][CH2:49][CH2:48]1.C(N(CC)C(C)C)(C)C.C(=O)(O)[O-].[Na+]. Product: [Br:2][C:3]1[CH:11]=[C:10]2[C:6]([CH:7]=[C:8]([C:12]([N:59]3[CH2:58][CH2:57][N:56]([S:53]([N:47]4[CH2:48][CH2:49][CH2:50][CH2:51][CH2:52]4)(=[O:55])=[O:54])[CH2:61][CH2:60]3)=[O:13])[NH:9]2)=[CH:5][C:4]=1[O:15][CH:16]1[CH2:21][CH2:20][N:19]([CH:22]([CH3:23])[CH3:24])[CH2:18][CH2:17]1. The catalyst class is: 9. (3) Reactant: [F:1][C:2]1[CH:42]=[CH:41][C:5]([CH2:6][N:7]2[CH2:16][C:15]3[C:10](=[CH:11][C:12]4[N:19]([C:20]([C:33]5[CH:38]=[CH:37][CH:36]=[CH:35][CH:34]=5)([C:27]5[CH:32]=[CH:31][CH:30]=[CH:29][CH:28]=5)[C:21]5[CH:26]=[CH:25][CH:24]=[CH:23][CH:22]=5)[N:18]=[C:17](Br)[C:13]=4[CH:14]=3)[NH:9][C:8]2=[O:40])=[CH:4][CH:3]=1.[N:43]1[CH:48]=[CH:47][C:46](B(O)O)=[CH:45][CH:44]=1.O1CCOC[CH2:53]1.C([O-])([O-])=O.[K+].[K+]. Product: [F:1][C:2]1[CH:42]=[CH:41][C:5]([CH2:6][N:7]2[CH2:16][C:15]3[C:10](=[CH:11][C:12]4[N:19]([C:20]([C:33]5[CH:38]=[CH:37][CH:36]=[CH:35][CH:34]=5)([C:27]5[CH:32]=[CH:31][CH:30]=[CH:29][CH:28]=5)[C:21]5[CH:26]=[CH:25][CH:24]=[CH:23][CH:22]=5)[N:18]=[C:17]([C:46]5[CH:47]=[CH:48][N:43]=[C:44]([CH3:53])[CH:45]=5)[C:13]=4[CH:14]=3)[NH:9][C:8]2=[O:40])=[CH:4][CH:3]=1. The catalyst class is: 263. (4) Reactant: [C:1]1([N:7]2[C:12](=[O:13])[NH:11][C:10](=[O:14])[C:9]([C:15]#[N:16])=[N:8]2)[CH:6]=[CH:5][CH:4]=[CH:3][CH:2]=1.CN(C=O)C.[H-].[Na+].[CH2:24](Br)[C:25]1[CH:30]=[CH:29][CH:28]=[CH:27][CH:26]=1. Product: [C:1]1([N:7]2[C:12](=[O:13])[N:11]([CH2:24][C:25]3[CH:30]=[CH:29][CH:28]=[CH:27][CH:26]=3)[C:10](=[O:14])[C:9]([C:15]#[N:16])=[N:8]2)[CH:2]=[CH:3][CH:4]=[CH:5][CH:6]=1. The catalyst class is: 6. (5) Reactant: C(OC([N:8]([CH2:16][C:17]([F:30])([F:29])[C:18]1[CH:23]=[CH:22][CH:21]=[C:20]([O:24][CH2:25][CH2:26][CH2:27][CH3:28])[CH:19]=1)[CH:9]([CH3:15])[C:10]([N:12]([CH3:14])[CH3:13])=[O:11])=O)(C)(C)C.Cl. Product: [F:29][C:17]([F:30])([C:18]1[CH:23]=[CH:22][CH:21]=[C:20]([O:24][CH2:25][CH2:26][CH2:27][CH3:28])[CH:19]=1)[CH2:16][NH:8][CH:9]([CH3:15])[C:10]([N:12]([CH3:14])[CH3:13])=[O:11]. The catalyst class is: 135. (6) Reactant: [NH2:1][CH2:2][C@H:3]1[C@H:9]([C:10]2[CH:15]=[CH:14][C:13]([Cl:16])=[C:12]([F:17])[CH:11]=2)[O:8][CH2:7][CH2:6][N:5]([C:18]([O:20][C:21]([CH3:24])([CH3:23])[CH3:22])=[O:19])[CH2:4]1.Cl[C:26]1[N:31]=[CH:30][CH:29]=[CH:28][N:27]=1.C(=O)([O-])[O-].[K+].[K+]. Product: [Cl:16][C:13]1[CH:14]=[CH:15][C:10]([C@@H:9]2[O:8][CH2:7][CH2:6][N:5]([C:18]([O:20][C:21]([CH3:24])([CH3:23])[CH3:22])=[O:19])[CH2:4][C@H:3]2[CH2:2][NH:1][C:26]2[N:31]=[CH:30][CH:29]=[CH:28][N:27]=2)=[CH:11][C:12]=1[F:17]. The catalyst class is: 8.